From a dataset of Forward reaction prediction with 1.9M reactions from USPTO patents (1976-2016). Predict the product of the given reaction. (1) Given the reactants C1([CH:4]([C:12]([CH:14]([CH:22]2[CH2:24]C2)C2C=CC=CC=2F)=[O:13])[C:5]2[CH:10]=[CH:9][CH:8]=[CH:7][C:6]=2[F:11])CC1.OO.[BrH:27], predict the reaction product. The product is: [Br:27][CH:4]([C:5]1[CH:10]=[CH:9][CH:8]=[CH:7][C:6]=1[F:11])[C:12]([CH:14]1[CH2:22][CH2:24]1)=[O:13]. (2) Given the reactants Cl.[F:2][C:3]1[CH:4]=[C:5]([C@@H:10]([NH2:12])[CH3:11])[CH:6]=[CH:7][C:8]=1[F:9].C([O:17][C:18]([C:20]1[CH:25]=[CH:24][CH:23]=[CH:22][C:21]=1[C:26]1[CH:31]=[CH:30][C:29]([CH2:32][N:33]2[C:41]3[C:36](=[CH:37][C:38]([C:42](O)=[O:43])=[CH:39][CH:40]=3)[C:35]([CH3:45])=[C:34]2[CH3:46])=[CH:28][CH:27]=1)=[O:19])(C)(C)C, predict the reaction product. The product is: [F:2][C:3]1[CH:4]=[C:5]([C@@H:10]([NH:12][C:42]([C:38]2[CH:37]=[C:36]3[C:41](=[CH:40][CH:39]=2)[N:33]([CH2:32][C:29]2[CH:28]=[CH:27][C:26]([C:21]4[C:20]([C:18]([OH:19])=[O:17])=[CH:25][CH:24]=[CH:23][CH:22]=4)=[CH:31][CH:30]=2)[C:34]([CH3:46])=[C:35]3[CH3:45])=[O:43])[CH3:11])[CH:6]=[CH:7][C:8]=1[F:9].